Dataset: Full USPTO retrosynthesis dataset with 1.9M reactions from patents (1976-2016). Task: Predict the reactants needed to synthesize the given product. (1) Given the product [OH:33][CH2:32][C:29]1[CH:28]=[CH:27][C:26]([NH:25][C:2]2[N:3]=[C:4]3[C:10]([C:11](=[O:16])[C:12]([CH3:15])([CH3:14])[CH3:13])=[CH:9][N:8]([CH2:17][O:18][CH2:19][CH2:20][Si:21]([CH3:24])([CH3:23])[CH3:22])[C:5]3=[N:6][CH:7]=2)=[N:31][CH:30]=1, predict the reactants needed to synthesize it. The reactants are: Br[C:2]1[N:3]=[C:4]2[C:10]([C:11](=[O:16])[C:12]([CH3:15])([CH3:14])[CH3:13])=[CH:9][N:8]([CH2:17][O:18][CH2:19][CH2:20][Si:21]([CH3:24])([CH3:23])[CH3:22])[C:5]2=[N:6][CH:7]=1.[NH2:25][C:26]1[N:31]=[CH:30][C:29]([CH2:32][OH:33])=[CH:28][CH:27]=1.C([O-])([O-])=O.[Cs+].[Cs+]. (2) Given the product [NH2:10][C:11]1[C:12]([C:28]([NH:30][C:31]2[CH:32]=[N:33][CH:34]=[CH:35][C:36]=2[N:37]2[CH2:42][C@H:41]([CH3:43])[C@@H:40]([OH:44])[C@H:39]([NH2:45])[CH2:38]2)=[O:29])=[N:13][C:14]2[C:19]([CH:20]=1)=[CH:18][CH:17]=[C:16]([N:21]1[CH2:26][CH2:25][CH2:24][CH2:23][C:22]1=[O:27])[CH:15]=2, predict the reactants needed to synthesize it. The reactants are: C(OC(=O)[NH:10][C:11]1[C:12]([C:28]([NH:30][C:31]2[CH:32]=[N:33][CH:34]=[CH:35][C:36]=2[N:37]2[CH2:42][C@H:41]([CH3:43])[C@@H:40]([OH:44])[C@H:39]([NH2:45])[CH2:38]2)=[O:29])=[N:13][C:14]2[C:19]([CH:20]=1)=[CH:18][CH:17]=[C:16]([N:21]1[CH2:26][CH2:25][CH2:24][CH2:23][C:22]1=[O:27])[CH:15]=2)C1C=CC=CC=1.[H][H]. (3) Given the product [Cl:1][C:3]1[CH:8]=[CH:7][C:34]([C:33](=[O:32])[CH:27]([NH:24][C:19]([C:17]2[CH:16]=[CH:15][C:13]3[N:14]=[C:10]([C:4]4[C:3]([Cl:2])=[CH:8][CH:7]=[CH:6][C:5]=4[Cl:9])[NH:11][C:12]=3[CH:18]=2)=[O:20])[CH3:28])=[CH:5][CH:4]=1, predict the reactants needed to synthesize it. The reactants are: [ClH:1].[Cl:2][C:3]1[CH:8]=[CH:7][CH:6]=[C:5]([Cl:9])[C:4]=1[C:10]1[NH:11][C:12]2[CH:18]=[C:17]([C:19](Cl)=[O:20])[CH:16]=[CH:15][C:13]=2[N:14]=1.C([N:24]([CH2:27][CH3:28])CC)C.C([O:32][CH2:33][CH3:34])(=O)C. (4) Given the product [F:1][C:2]1[CH:7]=[CH:6][CH:5]=[CH:4][C:3]=1[C:8]([NH2:16])([CH3:10])[CH3:9], predict the reactants needed to synthesize it. The reactants are: [F:1][C:2]1[CH:7]=[CH:6][CH:5]=[CH:4][C:3]=1[C:8](O)([CH3:10])[CH3:9].C[Si]([N:16]=[N+]=[N-])(C)C.C(=O)([O-])O.[Na+]. (5) Given the product [F:1][C:2]1[CH:18]=[CH:17][CH:16]=[CH:15][C:3]=1[CH2:4][N:5]1[C:9]2=[N:10][CH:11]=[N:12][CH:13]=[C:8]2[C:7]([C:20]#[N:21])=[N:6]1, predict the reactants needed to synthesize it. The reactants are: [F:1][C:2]1[CH:18]=[CH:17][CH:16]=[CH:15][C:3]=1[CH2:4][N:5]1[C:9]2=[N:10][CH:11]=[N:12][CH:13]=[C:8]2[C:7](I)=[N:6]1.[Cu][C:20]#[N:21]. (6) Given the product [Cl:8][C:9]1[N:14]=[C:13]([NH:7][CH2:1][CH:2]2[CH2:3][CH2:4][CH2:5][O:6]2)[C:12]([Cl:16])=[CH:11][N:10]=1, predict the reactants needed to synthesize it. The reactants are: [CH2:1]([NH2:7])[CH:2]1[O:6][CH2:5][CH2:4][CH2:3]1.[Cl:8][C:9]1[N:14]=[C:13](Cl)[C:12]([Cl:16])=[CH:11][N:10]=1.C(N(CC)CC)C. (7) Given the product [CH2:28]([O:30][C:31]([C:33]1[CH:34]=[C:35]([C:53]2[CH:58]=[CH:57][C:56]([CH:59]3[CH2:60][CH2:61][N:62]([C:9]([O:11][CH2:12][CH2:15][CH2:16][CH3:17])=[O:10])[CH2:63][CH2:64]3)=[CH:55][CH:54]=2)[C:36]2[C:41]([CH:42]=1)=[CH:40][C:39]([C:43]1[CH:44]=[CH:45][C:46]([C:49]([F:51])([F:50])[F:52])=[CH:47][CH:48]=1)=[CH:38][CH:37]=2)=[O:32])[CH3:29], predict the reactants needed to synthesize it. The reactants are: O([C:9]([O:11][C:12]([CH3:15])(C)C)=[O:10])[C:9]([O:11][C:12](C)(C)[CH3:15])=[O:10].[CH2:16](N(CC)CC)[CH3:17].CS([O-])(=O)=O.[CH2:28]([O:30][C:31]([C:33]1[CH:34]=[C:35]([C:53]2[CH:58]=[CH:57][C:56]([CH:59]3[CH2:64][CH2:63][NH2+:62][CH2:61][CH2:60]3)=[CH:55][CH:54]=2)[C:36]2[C:41]([CH:42]=1)=[CH:40][C:39]([C:43]1[CH:48]=[CH:47][C:46]([C:49]([F:52])([F:51])[F:50])=[CH:45][CH:44]=1)=[CH:38][CH:37]=2)=[O:32])[CH3:29]. (8) Given the product [F:57][C:56]([F:59])([F:58])[C:54]([OH:60])=[O:55].[CH3:22][N:15]1[C:16]2[C:21](=[CH:20][CH:19]=[CH:18][CH:17]=2)[C@:13]2([CH2:12][C@H:11]2[C:7]2[CH:6]=[C:5]3[C:10]([C:2](/[CH:32]=[CH:33]/[C:34]4[CH:35]=[CH:36][C:37]([N:40]5[CH2:45][CH2:44][NH:43][CH2:42][CH2:41]5)=[CH:38][CH:39]=4)=[N:3][NH:4]3)=[CH:9][CH:8]=2)[C:14]1=[O:23], predict the reactants needed to synthesize it. The reactants are: I[C:2]1[C:10]2[C:5](=[CH:6][C:7]([C@H:11]3[C@@:13]4([C:21]5[C:16](=[CH:17][CH:18]=[CH:19][CH:20]=5)[N:15]([CH3:22])[C:14]4=[O:23])[CH2:12]3)=[CH:8][CH:9]=2)[NH:4][N:3]=1.CC1(C)C(C)(C)OB(/[CH:32]=[CH:33]/[C:34]2[CH:39]=[CH:38][C:37]([N:40]3[CH2:45][CH2:44][N:43](C(OC(C)(C)C)=O)[CH2:42][CH2:41]3)=[CH:36][CH:35]=2)O1.[C:54]([OH:60])([C:56]([F:59])([F:58])[F:57])=[O:55]. (9) Given the product [N:1]1[CH:6]=[CH:5][CH:4]=[CH:3][C:2]=1[S:7]([CH:10]([NH:22][CH2:23][C:24]1[CH:25]=[CH:26][C:27]([C:30]2[S:31][CH:32]=[CH:33][N:34]=2)=[CH:28][CH:29]=1)[C:11]1[N:16]=[C:15]([NH:17][CH2:18][C:19]([NH:46][CH2:35][CH2:36][CH2:37][CH2:38][CH2:39][CH2:40][CH2:41][CH2:42][CH2:43][CH2:44][CH3:45])=[O:21])[CH:14]=[CH:13][CH:12]=1)(=[O:8])=[O:9], predict the reactants needed to synthesize it. The reactants are: [N:1]1[CH:6]=[CH:5][CH:4]=[CH:3][C:2]=1[S:7]([CH:10]([NH:22][CH2:23][C:24]1[CH:29]=[CH:28][C:27]([C:30]2[S:31][CH:32]=[CH:33][N:34]=2)=[CH:26][CH:25]=1)[C:11]1[N:16]=[C:15]([NH:17][CH2:18][C:19]([OH:21])=O)[CH:14]=[CH:13][CH:12]=1)(=[O:9])=[O:8].[CH2:35]([NH2:46])[CH2:36][CH2:37][CH2:38][CH2:39][CH2:40][CH2:41][CH2:42][CH2:43][CH2:44][CH3:45].Cl.C(N=C=NCCCN(C)C)C.C(N(CC)CC)C.P(F)([O-])([O-])=O.P(F)([O-])([O-])=O.P(F)([O-])([O-])=O.P(F)([O-])([O-])=O.P(F)([O-])([O-])=O.P(F)([O-])([O-])=O.N1C2C=CC=C(OC(N(C)C)=[N+](C)C)C=2N=N1.N1C2C=CC=C(OC(N(C)C)=[N+](C)C)C=2N=N1.N1C2C=CC=C(OC(N(C)C)=[N+](C)C)C=2N=N1.N1C2C=CC=C(OC(N(C)C)=[N+](C)C)C=2N=N1.N1C2C=CC=C(OC(N(C)C)=[N+](C)C)C=2N=N1.N1C2C=CC=C(OC(N(C)C)=[N+](C)C)C=2N=N1.N1C2C=CC=C(OC(N(C)C)=[N+](C)C)C=2N=N1.N1C2C=CC=C(OC(N(C)C)=[N+](C)C)C=2N=N1.N1C2C=CC=C(OC(N(C)C)=[N+](C)C)C=2N=N1.N1C2C=CC=C(OC(N(C)C)=[N+](C)C)C=2N=N1.N1C2C=CC=C(OC(N(C)C)=[N+](C)C)C=2N=N1.N1C2C=CC=C(OC(N(C)C)=[N+](C)C)C=2N=N1.